Dataset: Forward reaction prediction with 1.9M reactions from USPTO patents (1976-2016). Task: Predict the product of the given reaction. (1) Given the reactants Br[C:2]1[NH:3][C:4]2[C:9]([N:10]=1)=[C:8]([Cl:11])[N:7]=[CH:6][N:5]=2.[O:12]1[CH2:17][CH2:16][N:15]([C:18]2[CH:19]=[C:20]([CH:22]=[CH:23][CH:24]=2)[NH2:21])[CH2:14][CH2:13]1, predict the reaction product. The product is: [Cl:11][C:8]1[N:7]=[CH:6][N:5]=[C:4]2[C:9]=1[N:10]=[C:2]([NH:21][C:20]1[CH:22]=[CH:23][CH:24]=[C:18]([N:15]3[CH2:16][CH2:17][O:12][CH2:13][CH2:14]3)[CH:19]=1)[NH:3]2. (2) Given the reactants Cl.CO[C:4]([C:6]1[CH:11]=[CH:10][CH:9]=[CH:8][C:7]=1[CH2:12][C:13](=[NH:16])OC)=[O:5].[CH3:17][N:18]([CH2:20][CH:21]1[CH2:26][CH2:25][CH2:24][NH:23][CH2:22]1)[CH3:19], predict the reaction product. The product is: [CH3:17][N:18]([CH2:20][CH:21]1[CH2:26][CH2:25][CH2:24][N:23]([C:13]2[NH:16][C:4](=[O:5])[C:6]3[C:7]([CH:12]=2)=[CH:8][CH:9]=[CH:10][CH:11]=3)[CH2:22]1)[CH3:19].